From a dataset of Forward reaction prediction with 1.9M reactions from USPTO patents (1976-2016). Predict the product of the given reaction. Given the reactants [NH2:1][C:2]1[C:3]([C:16]#[N:17])=[N:4][C:5]([C:8]2[CH:13]=[CH:12][CH:11]=[C:10]([CH2:14][OH:15])[CH:9]=2)=[CH:6][N:7]=1.[NH2:18][C:19]1[CH:20]=[C:21]([CH:26]=[CH:27][N:28]=1)[C:22]([NH:24][NH2:25])=O, predict the reaction product. The product is: [NH2:1][C:2]1[N:7]=[CH:6][C:5]([C:8]2[CH:9]=[C:10]([CH2:14][OH:15])[CH:11]=[CH:12][CH:13]=2)=[N:4][C:3]=1[C:16]1[NH:25][N:24]=[C:22]([C:21]2[CH:26]=[CH:27][N:28]=[C:19]([NH2:18])[CH:20]=2)[N:17]=1.